This data is from NCI-60 drug combinations with 297,098 pairs across 59 cell lines. The task is: Regression. Given two drug SMILES strings and cell line genomic features, predict the synergy score measuring deviation from expected non-interaction effect. (1) Drug 1: C1=CC(=CC=C1CCCC(=O)O)N(CCCl)CCCl. Drug 2: CC(C)NC(=O)C1=CC=C(C=C1)CNNC.Cl. Cell line: HOP-92. Synergy scores: CSS=28.4, Synergy_ZIP=-5.91, Synergy_Bliss=-5.76, Synergy_Loewe=-7.71, Synergy_HSA=-3.93. (2) Drug 1: C1=NC(=NC(=O)N1C2C(C(C(O2)CO)O)O)N. Drug 2: CC(C)CN1C=NC2=C1C3=CC=CC=C3N=C2N. Cell line: RXF 393. Synergy scores: CSS=-1.66, Synergy_ZIP=1.50, Synergy_Bliss=0.595, Synergy_Loewe=-0.484, Synergy_HSA=-1.55. (3) Drug 1: CC1C(C(CC(O1)OC2CC(CC3=C2C(=C4C(=C3O)C(=O)C5=C(C4=O)C(=CC=C5)OC)O)(C(=O)C)O)N)O.Cl. Drug 2: CC1C(C(CC(O1)OC2CC(CC3=C2C(=C4C(=C3O)C(=O)C5=CC=CC=C5C4=O)O)(C(=O)C)O)N)O. Cell line: U251. Synergy scores: CSS=52.0, Synergy_ZIP=5.46, Synergy_Bliss=7.84, Synergy_Loewe=-5.05, Synergy_HSA=9.21. (4) Drug 1: C1=NC2=C(N=C(N=C2N1C3C(C(C(O3)CO)O)O)F)N. Drug 2: CCN(CC)CCNC(=O)C1=C(NC(=C1C)C=C2C3=C(C=CC(=C3)F)NC2=O)C. Cell line: SF-295. Synergy scores: CSS=-0.988, Synergy_ZIP=-0.993, Synergy_Bliss=-1.70, Synergy_Loewe=-0.741, Synergy_HSA=-2.92.